This data is from Catalyst prediction with 721,799 reactions and 888 catalyst types from USPTO. The task is: Predict which catalyst facilitates the given reaction. (1) Reactant: [C:1]([NH:4][C:5]1[CH:27]=[CH:26][C:8]([C:9]([NH:11][C:12]2[CH:17]=[CH:16][CH:15]=[CH:14][C:13]=2[NH:18]C(=O)OC(C)(C)C)=[O:10])=[CH:7][CH:6]=1)(=[O:3])[CH3:2].FC(F)(F)C(O)=O. Product: [C:1]([NH:4][C:5]1[CH:27]=[CH:26][C:8]([C:9]([NH:11][C:12]2[CH:17]=[CH:16][CH:15]=[CH:14][C:13]=2[NH2:18])=[O:10])=[CH:7][CH:6]=1)(=[O:3])[CH3:2]. The catalyst class is: 4. (2) Reactant: [CH2:1]([C:3]1[CH:11]=[C:10]2[C:6]([CH:7]=[C:8]([C:12]3[N:17]=[CH:16][C:15]([S:18]([NH:21][C@@H:22]([CH3:27])[C:23]([F:26])([F:25])[F:24])(=[O:20])=[O:19])=[CH:14][CH:13]=3)[NH:9]2)=[CH:5][C:4]=1[F:28])[CH3:2].ClS([N:33]=[C:34]=O)(=O)=O. Product: [C:34]([C:7]1[C:6]2[C:10](=[CH:11][C:3]([CH2:1][CH3:2])=[C:4]([F:28])[CH:5]=2)[NH:9][C:8]=1[C:12]1[N:17]=[CH:16][C:15]([S:18]([NH:21][C@@H:22]([CH3:27])[C:23]([F:25])([F:26])[F:24])(=[O:19])=[O:20])=[CH:14][CH:13]=1)#[N:33]. The catalyst class is: 618. (3) Reactant: [Br:1][C:2]1[CH:3]=[C:4]([CH2:8][CH2:9][C:10](O)=[O:11])[CH:5]=[CH:6][CH:7]=1.B.C1COCC1. Product: [Br:1][C:2]1[CH:3]=[C:4]([CH2:8][CH2:9][CH2:10][OH:11])[CH:5]=[CH:6][CH:7]=1. The catalyst class is: 1. (4) Reactant: Br[C:2]1[CH:7]=[CH:6][C:5]([C:8]2[CH:9]=[CH:10][C:11]3[C:12]4[C:13]5C=CC=C[C:14]=5[CH:15]=[CH:16][C:17]=4[CH:18]=[CH:19][C:20]=3[CH:21]=2)=[CH:4][CH:3]=1.[CH2:26]([Li])[CH2:27][CH2:28][CH3:29].[B:31](OC(C)C)([O:36]C(C)C)[O:32]C(C)C.Cl. Product: [CH:26]1[C:20]2[C:19]3[C:14]4[CH:13]=[CH:12][CH:11]=[CH:10][C:15]=4[CH:16]=[CH:17][C:18]=3[CH:9]=[C:8]([C:5]3[CH:6]=[CH:7][C:2]([B:31]([OH:36])[OH:32])=[CH:3][CH:4]=3)[C:21]=2[CH:29]=[CH:28][CH:27]=1. The catalyst class is: 788.